The task is: Regression. Given a peptide amino acid sequence and an MHC pseudo amino acid sequence, predict their binding affinity value. This is MHC class II binding data.. This data is from Peptide-MHC class II binding affinity with 134,281 pairs from IEDB. (1) The peptide sequence is IMAVGLVSLLGSALL. The MHC is DRB1_0701 with pseudo-sequence DRB1_0701. The binding affinity (normalized) is 0.599. (2) The peptide sequence is EKKYHAATQFEPLAA. The MHC is HLA-DPA10103-DPB10401 with pseudo-sequence HLA-DPA10103-DPB10401. The binding affinity (normalized) is 0.776.